Dataset: Full USPTO retrosynthesis dataset with 1.9M reactions from patents (1976-2016). Task: Predict the reactants needed to synthesize the given product. (1) Given the product [F:1][C:2]1[CH:7]=[CH:6][CH:5]=[C:4]([C:13]2[CH:14]=[CH:15][S:11][CH:12]=2)[C:3]=1[O:9][CH3:10], predict the reactants needed to synthesize it. The reactants are: [F:1][C:2]1[CH:7]=[CH:6][CH:5]=[C:4](I)[C:3]=1[O:9][CH3:10].[S:11]1[CH:15]=[CH:14][C:13](B(O)O)=[CH:12]1. (2) Given the product [F:36][C:33]([F:34])([F:35])[C:32]([C:29]1[CH:28]=[CH:27][C:26]([C@:11]2([S:8]([C:5]3[CH:4]=[CH:3][C:2]([F:1])=[CH:7][CH:6]=3)(=[O:9])=[O:10])[CH2:15][CH2:14][NH:13][CH2:12]2)=[CH:31][CH:30]=1)([C:37]1[CH:42]=[CH:41][CH:40]=[CH:39][CH:38]=1)[OH:43], predict the reactants needed to synthesize it. The reactants are: [F:1][C:2]1[CH:7]=[CH:6][C:5]([S:8]([C@@:11]2([C:26]3[CH:31]=[CH:30][C:29]([C@@:32]([OH:43])([C:37]4[CH:42]=[CH:41][CH:40]=[CH:39][CH:38]=4)[C:33]([F:36])([F:35])[F:34])=[CH:28][CH:27]=3)[CH2:15][CH2:14][N:13](C(OCC3C=CC=CC=3)=O)[CH2:12]2)(=[O:10])=[O:9])=[CH:4][CH:3]=1. (3) Given the product [Br:1][C:2]1[C:3]([CH3:19])=[C:4]([C:9]2[CH:14]=[CH:13][CH:12]=[C:11]([C:15]([F:18])([F:16])[F:17])[CH:10]=2)[C:5]2[N:6]([N:24]=[C:22]([CH3:23])[N:8]=2)[CH:7]=1, predict the reactants needed to synthesize it. The reactants are: [Br:1][C:2]1[C:3]([CH3:19])=[C:4]([C:9]2[CH:14]=[CH:13][CH:12]=[C:11]([C:15]([F:18])([F:17])[F:16])[CH:10]=2)[C:5]([NH2:8])=[N:6][CH:7]=1.CO[C:22](OC)([N:24](C)C)[CH3:23].N1C=CC=CC=1.NOS(O)(=O)=O. (4) Given the product [Cl:1][C:2]1[C:6]([N:7]([CH2:18][CH3:19])[C:8](=[O:10])[CH3:9])=[CH:5][N:4]([C:11]2[CH:12]=[N:13][CH:14]=[CH:15][CH:16]=2)[N:3]=1, predict the reactants needed to synthesize it. The reactants are: [Cl:1][C:2]1[C:6]([NH:7][C:8](=[O:10])[CH3:9])=[CH:5][N:4]([C:11]2[CH:12]=[N:13][CH:14]=[CH:15][CH:16]=2)[N:3]=1.O1CC[CH2:19][CH2:18]1.CC(C)([O-])C.[Na+].BrCC. (5) Given the product [Cl:3][C:4]1[CH:5]=[CH:6][C:7]([O:8][C:9]2[C:17]3[C:12](=[CH:13][CH:14]=[C:15]([S:18]([CH3:21])(=[O:19])=[O:20])[CH:16]=3)[N:11]([CH2:22][C:23]([OH:25])=[O:24])[C:10]=2[CH3:27])=[CH:28][CH:29]=1, predict the reactants needed to synthesize it. The reactants are: [OH-].[Na+].[Cl:3][C:4]1[CH:29]=[CH:28][C:7]([O:8][C:9]2[C:17]3[C:12](=[CH:13][CH:14]=[C:15]([S:18]([CH3:21])(=[O:20])=[O:19])[CH:16]=3)[N:11]([CH2:22][C:23]([O:25]C)=[O:24])[C:10]=2[CH3:27])=[CH:6][CH:5]=1.O. (6) Given the product [CH3:17][O:16][CH2:15][CH2:14][NH:13][C:11](=[O:12])[NH:10][C:8]1[NH:9][C:5]2[CH:4]=[CH:3][C:2]([O:1][S:20]([C:23]3[CH:24]=[CH:25][C:26]([O:29][C:30](=[O:37])[C:31]4[CH:36]=[CH:35][CH:34]=[CH:33][CH:32]=4)=[CH:27][CH:28]=3)(=[O:22])=[O:21])=[CH:18][C:6]=2[N:7]=1, predict the reactants needed to synthesize it. The reactants are: [OH:1][C:2]1[CH:3]=[CH:4][C:5]2[N:9]=[C:8]([NH:10][C:11]([NH:13][CH2:14][CH2:15][O:16][CH3:17])=[O:12])[NH:7][C:6]=2[CH:18]=1.Cl[S:20]([C:23]1[CH:28]=[CH:27][C:26]([O:29][C:30](=[O:37])[C:31]2[CH:36]=[CH:35][CH:34]=[CH:33][CH:32]=2)=[CH:25][CH:24]=1)(=[O:22])=[O:21].C(N(CC)CC)C. (7) Given the product [CH:1]1([NH:4][C:12]2[N:17]3[N:18]=[CH:19][C:20]([CH:21]=[O:22])=[C:16]3[N:15]=[C:14]([C:23]3[CH:28]=[CH:27][CH:26]=[C:25]([OH:29])[CH:24]=3)[CH:13]=2)[CH2:3][CH2:2]1, predict the reactants needed to synthesize it. The reactants are: [CH:1]1([N:4]([C:12]2[N:17]3[N:18]=[CH:19][C:20]([CH:21]=[O:22])=[C:16]3[N:15]=[C:14]([C:23]3[CH:28]=[CH:27][CH:26]=[C:25]([OH:29])[CH:24]=3)[CH:13]=2)C(=O)OC(C)(C)C)[CH2:3][CH2:2]1.C(O)(C(F)(F)F)=O. (8) The reactants are: [OH:1][CH2:2][C:3]1[N:4]([S:14]([N:17]([CH3:19])[CH3:18])(=[O:16])=[O:15])[CH:5]=[C:6]([C:8]2[CH:13]=[CH:12][CH:11]=[CH:10][CH:9]=2)[N:7]=1.[H-].[Na+].Cl[C:23]1[CH:32]=[N:31][C:30]2[C:25](=[CH:26][CH:27]=[CH:28][CH:29]=2)[N:24]=1.CO. Given the product [CH3:18][N:17]([CH3:19])[S:14]([N:4]1[CH:5]=[C:6]([C:8]2[CH:13]=[CH:12][CH:11]=[CH:10][CH:9]=2)[N:7]=[C:3]1[CH2:2][O:1][C:23]1[CH:32]=[N:31][C:30]2[C:25](=[CH:26][CH:27]=[CH:28][CH:29]=2)[N:24]=1)(=[O:15])=[O:16], predict the reactants needed to synthesize it.